From a dataset of Reaction yield outcomes from USPTO patents with 853,638 reactions. Predict the reaction yield, written as a fraction of the theoretical maximum amount of product (1.0 means a 100% yield; for example, 0.34 means a 34% yield). (1) The reactants are [CH2:1]([O:8][C:9]1[CH:14]=[CH:13][C:12]([S:15](Cl)(=[O:17])=[O:16])=[CH:11][CH:10]=1)[C:2]1[CH:7]=[CH:6][CH:5]=[CH:4][CH:3]=1.[CH2:19]([C@H:26]([NH:38][C:39](=[O:49])[O:40][C@@H:41]1[C@H:48]2[C@H:44]([O:45][CH2:46][CH2:47]2)[O:43][CH2:42]1)[C@H:27]([OH:37])[CH2:28][NH:29][O:30][CH:31]1[CH2:36][CH2:35][CH2:34][CH2:33][CH2:32]1)[C:20]1[CH:25]=[CH:24][CH:23]=[CH:22][CH:21]=1.C(N(C(C)C)CC)(C)C. The catalyst is CN(C)C1C=CN=CC=1.O1CCCC1. The product is [CH2:19]([C@H:26]([NH:38][C:39](=[O:49])[O:40][C@@H:41]1[C@H:48]2[C@H:44]([O:45][CH2:46][CH2:47]2)[O:43][CH2:42]1)[C@H:27]([OH:37])[CH2:28][N:29]([S:15]([C:12]1[CH:13]=[CH:14][C:9]([O:8][CH2:1][C:2]2[CH:7]=[CH:6][CH:5]=[CH:4][CH:3]=2)=[CH:10][CH:11]=1)(=[O:17])=[O:16])[O:30][CH:31]1[CH2:32][CH2:33][CH2:34][CH2:35][CH2:36]1)[C:20]1[CH:21]=[CH:22][CH:23]=[CH:24][CH:25]=1. The yield is 0.910. (2) The reactants are [CH2:1]([NH:5][C:6]1[N:14]=[C:13]2[C:9]([N:10]=[CH:11][N:12]2[CH2:15][C:16]2[CH:21]=[CH:20][C:19]([N+:22]([O-:24])=[O:23])=[CH:18][CH:17]=2)=[C:8]([NH2:25])[N:7]=1)[CH2:2][CH2:3][CH3:4].[Br:26]Br.[O-]S([O-])(=S)=O.[Na+].[Na+]. The catalyst is C(Cl)(Cl)Cl. The product is [Br:26][C:11]1[N:12]([CH2:15][C:16]2[CH:21]=[CH:20][C:19]([N+:22]([O-:24])=[O:23])=[CH:18][CH:17]=2)[C:13]2[C:9]([N:10]=1)=[C:8]([NH2:25])[N:7]=[C:6]([NH:5][CH2:1][CH2:2][CH2:3][CH3:4])[N:14]=2. The yield is 1.00.